From a dataset of Forward reaction prediction with 1.9M reactions from USPTO patents (1976-2016). Predict the product of the given reaction. (1) Given the reactants [CH3:1][OH:2].[CH2:3]1[CH2:8][CH2:7][CH2:6][CH2:5][CH2:4]1, predict the reaction product. The product is: [CH3:1][OH:2].[C:3]1([CH3:1])[CH:8]=[CH:7][CH:6]=[CH:5][CH:4]=1.[CH3:1][CH2:3][CH2:8][CH2:7][CH2:6][CH2:5][CH3:4]. (2) Given the reactants [F:1][C:2]1[CH:16]=[CH:15][C:5]([CH2:6][O:7]C2C=CC=CC=2N)=[CH:4][CH:3]=1.FC1C=CC(CBr)=CC=1.[F:26][C:27]1[CH:46]=[CH:45][C:30]([CH2:31][N:32]([CH2:36][CH2:37][CH2:38][C:39]2[CH:44]=[CH:43]C=CC=2)[C:33](=[O:35])[CH3:34])=[CH:29][CH:28]=1, predict the reaction product. The product is: [F:26][C:27]1[CH:28]=[CH:29][C:30]([CH2:31][N:32]([C:36]2[CH:37]=[CH:38][CH:39]=[CH:44][C:43]=2[O:7][CH2:6][C:5]2[CH:15]=[CH:16][C:2]([F:1])=[CH:3][CH:4]=2)[C:33](=[O:35])[CH3:34])=[CH:45][CH:46]=1. (3) Given the reactants [Cl:1][C:2]1[CH:7]=[CH:6][C:5]([N:8]2[CH2:13][CH2:12][NH:11][CH2:10][CH2:9]2)=[CH:4][C:3]=1[C:14]([F:17])([F:16])[F:15].[CH3:18][C:19]([C:21]1[CH:26]=[CH:25][C:24]([O:27][CH3:28])=[C:23]([O:29][CH3:30])[CH:22]=1)=O.[BH4-].[Na+], predict the reaction product. The product is: [Cl:1][C:2]1[CH:7]=[CH:6][C:5]([N:8]2[CH2:13][CH2:12][N:11]([CH:19]([C:21]3[CH:26]=[CH:25][C:24]([O:27][CH3:28])=[C:23]([O:29][CH3:30])[CH:22]=3)[CH3:18])[CH2:10][CH2:9]2)=[CH:4][C:3]=1[C:14]([F:15])([F:17])[F:16]. (4) Given the reactants C(OC(=O)[NH:7][CH:8]1[CH2:13][CH2:12][N:11]([CH2:14][CH2:15][N:16]2[C:25]3[C:20](=[CH:21][C:22]([F:27])=[CH:23][C:24]=3[F:26])[N:19]=[CH:18][C:17]2=[O:28])[CH2:10][CH2:9]1)(C)(C)C.Cl.NC1CCN(CCN2C3C(=C(F)C=C(F)C=3)N=CC2=O)CC1, predict the reaction product. The product is: [NH2:7][CH:8]1[CH2:13][CH2:12][N:11]([CH2:14][CH2:15][N:16]2[C:25]3[C:20](=[CH:21][C:22]([F:27])=[CH:23][C:24]=3[F:26])[N:19]=[CH:18][C:17]2=[O:28])[CH2:10][CH2:9]1. (5) Given the reactants [F:1][C:2]1[CH:34]=[CH:33][C:5]([CH2:6][N:7]2[C:11]3[C:12](=[O:28])[N:13]([CH3:27])[C:14]([C:23]([O:25]C)=[O:24])=[C:15]([C:16]4[CH:21]=[CH:20][C:19]([CH3:22])=[CH:18][CH:17]=4)[C:10]=3[C:9]3[CH2:29][O:30][CH2:31][CH2:32][C:8]2=3)=[CH:4][CH:3]=1.CO.[Li+].[OH-].Cl, predict the reaction product. The product is: [F:1][C:2]1[CH:3]=[CH:4][C:5]([CH2:6][N:7]2[C:11]3[C:12](=[O:28])[N:13]([CH3:27])[C:14]([C:23]([OH:25])=[O:24])=[C:15]([C:16]4[CH:17]=[CH:18][C:19]([CH3:22])=[CH:20][CH:21]=4)[C:10]=3[C:9]3[CH2:29][O:30][CH2:31][CH2:32][C:8]2=3)=[CH:33][CH:34]=1. (6) Given the reactants Cl.[CH:2]1([CH2:5][O:6][C:7]2[CH:12]=[C:11]([O:13][CH3:14])[CH:10]=[CH:9][C:8]=2[C:15]2[CH:20]=[CH:19][N:18]=[C:17]3[C:21]([C:25]([NH:27][CH:28]4[CH2:33][CH2:32][NH:31][CH2:30][CH2:29]4)=[O:26])=[C:22]([CH3:24])[NH:23][C:16]=23)[CH2:4][CH2:3]1.[CH3:34][O:35][CH2:36][C:37](Cl)=[O:38], predict the reaction product. The product is: [CH:2]1([CH2:5][O:6][C:7]2[CH:12]=[C:11]([O:13][CH3:14])[CH:10]=[CH:9][C:8]=2[C:15]2[CH:20]=[CH:19][N:18]=[C:17]3[C:21]([C:25]([NH:27][CH:28]4[CH2:29][CH2:30][N:31]([C:37](=[O:38])[CH2:36][O:35][CH3:34])[CH2:32][CH2:33]4)=[O:26])=[C:22]([CH3:24])[NH:23][C:16]=23)[CH2:4][CH2:3]1. (7) Given the reactants C([NH:5][S:6]([C:9]1[S:10][C:11]([C:14]2[N:15]=[CH:16][N:17]([C:19]3[N:24]=[C:23]([C:25]([F:28])([F:27])[F:26])[CH:22]=[C:21]([C:29]4[CH:34]=[CH:33][C:32]([C:35]([F:38])([F:37])[F:36])=[CH:31][CH:30]=4)[N:20]=3)[CH:18]=2)=[CH:12][CH:13]=1)(=[O:8])=[O:7])(C)(C)C.C(O)(C(F)(F)F)=O, predict the reaction product. The product is: [F:28][C:25]([F:26])([F:27])[C:23]1[CH:22]=[C:21]([C:29]2[CH:34]=[CH:33][C:32]([C:35]([F:36])([F:38])[F:37])=[CH:31][CH:30]=2)[N:20]=[C:19]([N:17]2[CH:18]=[C:14]([C:11]3[S:10][C:9]([S:6]([NH2:5])(=[O:8])=[O:7])=[CH:13][CH:12]=3)[N:15]=[CH:16]2)[N:24]=1. (8) Given the reactants CS([O:5][CH2:6][CH2:7][N:8]([S:18]([C:21]1[CH:26]=[CH:25][CH:24]=[CH:23][C:22]=1[N+:27]([O-:29])=[O:28])(=[O:20])=[O:19])[CH2:9][CH2:10][C:11]([O:13][C:14]([CH3:17])([CH3:16])[CH3:15])=[O:12])(=O)=O.C([O-])([O-])=O.[K+].[K+].O[C:37]1[CH:42]=[C:41]([C:43]([O:45][CH2:46][CH3:47])=[O:44])[N:40]=[C:39]([C:48]([O:50][CH2:51][CH3:52])=[O:49])[CH:38]=1, predict the reaction product. The product is: [C:14]([O:13][C:11]([CH2:10][CH2:9][N:8]([S:18]([C:21]1[CH:26]=[CH:25][CH:24]=[CH:23][C:22]=1[N+:27]([O-:29])=[O:28])(=[O:20])=[O:19])[CH2:7][CH2:6][O:5][C:37]1[CH:38]=[C:39]([C:48]([O:50][CH2:51][CH3:52])=[O:49])[N:40]=[C:41]([C:43]([O:45][CH2:46][CH3:47])=[O:44])[CH:42]=1)=[O:12])([CH3:17])([CH3:16])[CH3:15]. (9) Given the reactants [C:1]([O-])(=O)C.[Na+].C=O.C([BH3-])#N.[Na+].[OH:12][CH2:13][CH:14]1[NH:19][CH2:18][CH2:17][N:16]([C:20]([O:22][C:23]([CH3:26])([CH3:25])[CH3:24])=[O:21])[CH2:15]1.C([O-])(O)=O.[Na+], predict the reaction product. The product is: [OH:12][CH2:13][CH:14]1[N:19]([CH3:1])[CH2:18][CH2:17][N:16]([C:20]([O:22][C:23]([CH3:26])([CH3:25])[CH3:24])=[O:21])[CH2:15]1.